Regression. Given two drug SMILES strings and cell line genomic features, predict the synergy score measuring deviation from expected non-interaction effect. From a dataset of NCI-60 drug combinations with 297,098 pairs across 59 cell lines. (1) Drug 1: CC1=C2C(C(=O)C3(C(CC4C(C3C(C(C2(C)C)(CC1OC(=O)C(C(C5=CC=CC=C5)NC(=O)OC(C)(C)C)O)O)OC(=O)C6=CC=CC=C6)(CO4)OC(=O)C)O)C)O. Drug 2: CC1CCC2CC(C(=CC=CC=CC(CC(C(=O)C(C(C(=CC(C(=O)CC(OC(=O)C3CCCCN3C(=O)C(=O)C1(O2)O)C(C)CC4CCC(C(C4)OC)OCCO)C)C)O)OC)C)C)C)OC. Cell line: MOLT-4. Synergy scores: CSS=3.84, Synergy_ZIP=17.0, Synergy_Bliss=9.04, Synergy_Loewe=-0.598, Synergy_HSA=2.58. (2) Drug 1: CC1C(C(CC(O1)OC2CC(CC3=C2C(=C4C(=C3O)C(=O)C5=C(C4=O)C(=CC=C5)OC)O)(C(=O)CO)O)N)O.Cl. Drug 2: C(CC(=O)O)C(=O)CN.Cl. Cell line: K-562. Synergy scores: CSS=4.02, Synergy_ZIP=-2.97, Synergy_Bliss=-2.56, Synergy_Loewe=-30.2, Synergy_HSA=-2.05.